Dataset: Full USPTO retrosynthesis dataset with 1.9M reactions from patents (1976-2016). Task: Predict the reactants needed to synthesize the given product. (1) Given the product [NH3:4].[Si:25]([O:13][CH2:12][C:11]([N:4]1[C:5]2[CH:10]=[CH:9][N:8]=[CH:7][C:6]=2[C:2]([I:1])=[CH:3]1)([CH3:15])[CH3:14])([C:22]([CH3:24])([CH3:23])[CH3:21])([CH3:27])[CH3:26], predict the reactants needed to synthesize it. The reactants are: [I:1][C:2]1[C:6]2[CH:7]=[N:8][CH:9]=[CH:10][C:5]=2[N:4]([C:11]([CH3:15])([CH3:14])[CH2:12][OH:13])[CH:3]=1.N1C=CN=C1.[CH3:21][C:22]([Si:25](Cl)([CH3:27])[CH3:26])([CH3:24])[CH3:23]. (2) The reactants are: C[O:2][C:3](=[O:47])[CH2:4][C:5]1[CH:42]=[C:41]([C:43]([F:46])([F:45])[F:44])[CH:40]=[CH:39][C:6]=1[CH2:7][CH2:8][C:9]1[C:14]([C:15]([F:18])([F:17])[F:16])=[CH:13][N:12]=[C:11]([NH:19][C:20]2[CH:25]=[CH:24][C:23]([CH:26]3[CH2:31][CH2:30][N:29]([C:32]([O:34][C:35]([CH3:38])([CH3:37])[CH3:36])=[O:33])[CH2:28][CH2:27]3)=[CH:22][CH:21]=2)[N:10]=1.O[Li].O.O.C1COCC1. Given the product [C:35]([O:34][C:32]([N:29]1[CH2:28][CH2:27][CH:26]([C:23]2[CH:22]=[CH:21][C:20]([NH:19][C:11]3[N:10]=[C:9]([CH2:8][CH2:7][C:6]4[CH:39]=[CH:40][C:41]([C:43]([F:44])([F:46])[F:45])=[CH:42][C:5]=4[CH2:4][C:3]([OH:47])=[O:2])[C:14]([C:15]([F:16])([F:18])[F:17])=[CH:13][N:12]=3)=[CH:25][CH:24]=2)[CH2:31][CH2:30]1)=[O:33])([CH3:38])([CH3:36])[CH3:37], predict the reactants needed to synthesize it. (3) Given the product [CH2:8]([C:7]1[CH:6]=[CH:5][CH:4]=[C:3]2[C:2]=1[N:1]=[C:25]([C:22]1[CH:23]=[CH:24][C:19]([OH:18])=[CH:20][CH:21]=1)[CH:26]=[C:10]2[C:12]1[CH:17]=[CH:16][CH:15]=[CH:14][CH:13]=1)[CH3:9], predict the reactants needed to synthesize it. The reactants are: [NH2:1][C:2]1[C:7]([CH2:8][CH3:9])=[CH:6][CH:5]=[CH:4][C:3]=1[C:10]([C:12]1[CH:17]=[CH:16][CH:15]=[CH:14][CH:13]=1)=O.[OH:18][C:19]1[CH:24]=[CH:23][C:22]([C:25](=O)[CH3:26])=[CH:21][CH:20]=1.C(O)(=O)CC(CC(O)=O)(C(O)=O)O. (4) Given the product [F:3][C:4]1[CH:5]=[C:6]([CH:7]=[CH:8][C:9]=1[N:10]1[CH2:15][CH2:14][O:13][CH2:12][CH2:11]1)[NH2:16], predict the reactants needed to synthesize it. The reactants are: CO.[F:3][C:4]1[CH:5]=[C:6]([N+:16]([O-])=O)[CH:7]=[CH:8][C:9]=1[N:10]1[CH2:15][CH2:14][O:13][CH2:12][CH2:11]1. (5) Given the product [CH:3]1([CH2:6][NH:7][C:8](=[O:14])[CH:9]=[C:29]2[CH2:28][CH2:27][N:26]([C:23]([C:19]3[CH:20]=[CH:21][CH:22]=[C:17]([C:16]([F:34])([F:15])[F:33])[CH:18]=3)([CH3:25])[CH3:24])[CH2:31][CH2:30]2)[CH2:5][CH2:4]1, predict the reactants needed to synthesize it. The reactants are: [H-].[Na+].[CH:3]1([CH2:6][NH:7][C:8](=[O:14])[CH2:9]P(=O)([O-])[O-])[CH2:5][CH2:4]1.[F:15][C:16]([F:34])([F:33])[C:17]1[CH:18]=[C:19]([C:23]([N:26]2[CH2:31][CH2:30][C:29](=O)[CH2:28][CH2:27]2)([CH3:25])[CH3:24])[CH:20]=[CH:21][CH:22]=1.